The task is: Predict the reaction yield, written as a fraction of the theoretical maximum amount of product (1.0 means a 100% yield; for example, 0.34 means a 34% yield).. This data is from Reaction yield outcomes from USPTO patents with 853,638 reactions. (1) The reactants are [NH2:1][C:2]1[CH:10]=[C:9]([Cl:11])[C:8]([Cl:12])=[CH:7][C:3]=1[C:4](O)=[O:5].[NH2:13][C:14](N)=[O:15].[OH-].[Na+].Cl. The catalyst is O. The product is [Cl:12][C:8]1[CH:7]=[C:3]2[C:2](=[CH:10][C:9]=1[Cl:11])[NH:1][C:14](=[O:15])[NH:13][C:4]2=[O:5]. The yield is 0.940. (2) The reactants are [Br:1][C:2]1[CH:3]=[C:4]([CH:10]=[CH:11][CH:12]=1)[C:5]([O:7]CC)=O.[Cl:13][C:14]1[N:19]=[C:18]([CH3:20])[CH:17]=[CH:16][CH:15]=1. No catalyst specified. The product is [Br:1][C:2]1[CH:3]=[C:4]([C:5](=[O:7])[CH2:20][C:18]2[CH:17]=[CH:16][CH:15]=[C:14]([Cl:13])[N:19]=2)[CH:10]=[CH:11][CH:12]=1. The yield is 0.870. (3) The reactants are [Cl:1][C:2]1[CH:3]=[C:4]2[C:12](=[CH:13][C:14]=1[O:15][CH3:16])[C:7]1([CH2:11][CH2:10][NH:9][CH2:8]1)[CH2:6][CH2:5]2.Cl[CH2:18][CH2:19][CH2:20][S:21][C:22]1[N:23]([CH3:34])[C:24]([C:27]2[S:31][C:30]([CH3:32])=[N:29][C:28]=2[CH3:33])=[N:25][N:26]=1.C([O-])([O-])=O.[K+].[K+].[Na+].[I-]. The catalyst is CN1C(=O)CCC1. The product is [ClH:1].[Cl:1][C:2]1[CH:3]=[C:4]2[C:12](=[CH:13][C:14]=1[O:15][CH3:16])[C:7]1([CH2:11][CH2:10][N:9]([CH2:18][CH2:19][CH2:20][S:21][C:22]3[N:23]([CH3:34])[C:24]([C:27]4[S:31][C:30]([CH3:32])=[N:29][C:28]=4[CH3:33])=[N:25][N:26]=3)[CH2:8]1)[CH2:6][CH2:5]2. The yield is 0.120. (4) The reactants are C(NC(C)C)(C)C.C([Li])CCC.[CH3:13][O:14][C:15](=[O:27])[CH2:16][C:17]1[CH:22]=[CH:21][C:20]([Cl:23])=[C:19]([N+:24]([O-:26])=[O:25])[CH:18]=1.I[CH2:29][CH:30]1[CH2:34][CH2:33][CH2:32][CH2:31]1. The catalyst is O1CCCC1.CN1CCCN(C)C1=O. The product is [CH3:13][O:14][C:15](=[O:27])[CH:16]([C:17]1[CH:22]=[CH:21][C:20]([Cl:23])=[C:19]([N+:24]([O-:26])=[O:25])[CH:18]=1)[CH2:29][CH:30]1[CH2:34][CH2:33][CH2:32][CH2:31]1. The yield is 0.320. (5) The reactants are [C:1](N)(=[O:3])[CH3:2].C=O.O.Cl.[NH:9]([CH2:14][C:15]([OH:17])=[O:16])[CH2:10][C:11]([OH:13])=[O:12].C(NCC(O)=O)(=O)C. The catalyst is COCCOC. The product is [C:1]([N:9]([CH2:14][C:15]([OH:17])=[O:16])[CH2:10][C:11]([OH:13])=[O:12])(=[O:3])[CH3:2]. The yield is 0.870. (6) The reactants are [CH:1]([C:3]1[S:4][CH:5]=[C:6]([C:17]2[CH:22]=[CH:21][C:20]([O:23][CH3:24])=[CH:19][CH:18]=2)[C:7]=1[C:8]1[CH:15]=[CH:14][C:11]([C:12]#[N:13])=[CH:10][C:9]=1[CH3:16])=O.[C:25]([CH:30]=P(C1C=CC=CC=1)(C1C=CC=CC=1)C1C=CC=CC=1)([O:27][CH2:28][CH3:29])=[O:26]. The catalyst is C1(C)C=CC=CC=1. The product is [C:12]([C:11]1[CH:14]=[CH:15][C:8]([C:7]2[C:6]([C:17]3[CH:22]=[CH:21][C:20]([O:23][CH3:24])=[CH:19][CH:18]=3)=[CH:5][S:4][C:3]=2/[CH:1]=[CH:30]/[C:25]([O:27][CH2:28][CH3:29])=[O:26])=[C:9]([CH3:16])[CH:10]=1)#[N:13]. The yield is 1.00.